Task: Predict which catalyst facilitates the given reaction.. Dataset: Catalyst prediction with 721,799 reactions and 888 catalyst types from USPTO (1) Reactant: Br[CH2:2][CH2:3][CH2:4][N:5]1[C:9](=[O:10])[C:8]2=[CH:11][CH:12]=[CH:13][CH:14]=[C:7]2[C:6]1=[O:15].[N:16]1([C:22]([O:24][C:25]([CH3:28])([CH3:27])[CH3:26])=[O:23])[CH2:21][CH2:20][NH:19][CH2:18][CH2:17]1.[I-].[Na+].C(=O)([O-])[O-].[K+].[K+]. Product: [O:15]=[C:6]1[C:7]2[C:8](=[CH:11][CH:12]=[CH:13][CH:14]=2)[C:9](=[O:10])[N:5]1[CH2:4][CH2:3][CH2:2][N:19]1[CH2:18][CH2:17][N:16]([C:22]([O:24][C:25]([CH3:28])([CH3:27])[CH3:26])=[O:23])[CH2:21][CH2:20]1. The catalyst class is: 44. (2) The catalyst class is: 11. Reactant: CC(C)([O-])C.[K+].Cl.[F:8][C:9]1[CH:18]=[C:17]2[C:12]([CH2:13][CH2:14][NH:15][CH2:16]2)=[CH:11][CH:10]=1.Br[C:20]1[CH:25]=[C:24]([CH3:26])[C:23]([NH:27][C:28](=[O:34])[CH2:29][C:30]([CH3:33])([CH3:32])[CH3:31])=[C:22]([Cl:35])[CH:21]=1. Product: [Cl:35][C:22]1[CH:21]=[C:20]([N:15]2[CH2:14][CH2:13][C:12]3[C:17](=[CH:18][C:9]([F:8])=[CH:10][CH:11]=3)[CH2:16]2)[CH:25]=[C:24]([CH3:26])[C:23]=1[NH:27][C:28](=[O:34])[CH2:29][C:30]([CH3:32])([CH3:31])[CH3:33].